This data is from Catalyst prediction with 721,799 reactions and 888 catalyst types from USPTO. The task is: Predict which catalyst facilitates the given reaction. Reactant: [OH:1][C:2]1[CH:7]=[CH:6][CH:5]=[CH:4][C:3]=1[C:8](=[O:10])[CH3:9].O=[C:12]1[CH2:17][CH2:16][N:15]([C:18]([O:20][C:21]([CH3:24])([CH3:23])[CH3:22])=[O:19])[CH2:14][CH2:13]1.N1CCCC1. Product: [C:18]([N:15]1[CH2:14][CH2:13][C:12]2([CH2:9][C:8](=[O:10])[C:3]3[C:2](=[CH:7][CH:6]=[CH:5][CH:4]=3)[O:1]2)[CH2:17][CH2:16]1)([O:20][C:21]([CH3:24])([CH3:23])[CH3:22])=[O:19]. The catalyst class is: 5.